This data is from Peptide-MHC class II binding affinity with 134,281 pairs from IEDB. The task is: Regression. Given a peptide amino acid sequence and an MHC pseudo amino acid sequence, predict their binding affinity value. This is MHC class II binding data. (1) The peptide sequence is GINTRNMTMSMSMIL. The MHC is H-2-IAb with pseudo-sequence H-2-IAb. The binding affinity (normalized) is 0.254. (2) The peptide sequence is EKKYFAAQQFEPLAA. The MHC is HLA-DQA10401-DQB10402 with pseudo-sequence HLA-DQA10401-DQB10402. The binding affinity (normalized) is 0.248. (3) The peptide sequence is YDKFLANVSTVLLGK. The MHC is DRB1_0401 with pseudo-sequence DRB1_0401. The binding affinity (normalized) is 0.660. (4) The MHC is HLA-DPA10201-DPB10501 with pseudo-sequence HLA-DPA10201-DPB10501. The peptide sequence is IFSGNMNIKLKMPMY. The binding affinity (normalized) is 0.246.